Task: Regression. Given two drug SMILES strings and cell line genomic features, predict the synergy score measuring deviation from expected non-interaction effect.. Dataset: NCI-60 drug combinations with 297,098 pairs across 59 cell lines (1) Drug 1: CCCCCOC(=O)NC1=NC(=O)N(C=C1F)C2C(C(C(O2)C)O)O. Drug 2: C1C(C(OC1N2C=NC(=NC2=O)N)CO)O. Cell line: MCF7. Synergy scores: CSS=6.06, Synergy_ZIP=-1.34, Synergy_Bliss=0.987, Synergy_Loewe=-2.25, Synergy_HSA=2.02. (2) Drug 1: C1CN1P(=S)(N2CC2)N3CC3. Drug 2: C1CCC(C(C1)N)N.C(=O)(C(=O)[O-])[O-].[Pt+4]. Cell line: UACC-257. Synergy scores: CSS=7.27, Synergy_ZIP=-3.58, Synergy_Bliss=-1.27, Synergy_Loewe=-0.613, Synergy_HSA=-0.555. (3) Drug 1: C1=CC(=C2C(=C1NCCNCCO)C(=O)C3=C(C=CC(=C3C2=O)O)O)NCCNCCO. Drug 2: C1=NC2=C(N1)C(=S)N=CN2. Cell line: HS 578T. Synergy scores: CSS=33.1, Synergy_ZIP=-4.26, Synergy_Bliss=-5.54, Synergy_Loewe=-1.08, Synergy_HSA=1.01. (4) Cell line: HCT116. Synergy scores: CSS=9.56, Synergy_ZIP=-2.20, Synergy_Bliss=3.01, Synergy_Loewe=0.833, Synergy_HSA=2.28. Drug 1: COC1=NC(=NC2=C1N=CN2C3C(C(C(O3)CO)O)O)N. Drug 2: C1=NNC2=C1C(=O)NC=N2. (5) Drug 2: CC(C)CN1C=NC2=C1C3=CC=CC=C3N=C2N. Drug 1: CS(=O)(=O)OCCCCOS(=O)(=O)C. Synergy scores: CSS=-6.58, Synergy_ZIP=-0.813, Synergy_Bliss=-2.12, Synergy_Loewe=-7.24, Synergy_HSA=-6.99. Cell line: K-562. (6) Drug 1: CC1C(C(CC(O1)OC2CC(CC3=C2C(=C4C(=C3O)C(=O)C5=C(C4=O)C(=CC=C5)OC)O)(C(=O)C)O)N)O.Cl. Drug 2: CC1C(C(CC(O1)OC2CC(CC3=C2C(=C4C(=C3O)C(=O)C5=CC=CC=C5C4=O)O)(C(=O)C)O)N)O. Cell line: NCI-H226. Synergy scores: CSS=51.1, Synergy_ZIP=-0.580, Synergy_Bliss=2.31, Synergy_Loewe=0.375, Synergy_HSA=4.97.